The task is: Predict which catalyst facilitates the given reaction.. This data is from Catalyst prediction with 721,799 reactions and 888 catalyst types from USPTO. Reactant: C([O:3][C:4]([C:6]1[S:7][CH:8]=[C:9]([C:11]2[CH:16]=[CH:15][C:14]([O:17][CH3:18])=[C:13]([O:19][CH3:20])[CH:12]=2)[N:10]=1)=[O:5])C.[OH-].[Na+].Cl. Product: [CH3:20][O:19][C:13]1[CH:12]=[C:11]([C:9]2[N:10]=[C:6]([C:4]([OH:5])=[O:3])[S:7][CH:8]=2)[CH:16]=[CH:15][C:14]=1[O:17][CH3:18]. The catalyst class is: 5.